This data is from Full USPTO retrosynthesis dataset with 1.9M reactions from patents (1976-2016). The task is: Predict the reactants needed to synthesize the given product. (1) Given the product [F:14][C:15]1[CH:20]=[CH:19][C:18]([N:21]2[C:2]([NH2:1])=[CH:3][C:4]([C:5]([F:6])([F:7])[F:8])=[N:22]2)=[CH:17][CH:16]=1, predict the reactants needed to synthesize it. The reactants are: [NH2:1]/[C:2](/OCC)=[CH:3]\[C:4](=O)[C:5]([F:8])([F:7])[F:6].Cl.[F:14][C:15]1[CH:20]=[CH:19][C:18]([NH:21][NH2:22])=[CH:17][CH:16]=1.C(N(CC)CC)C. (2) Given the product [ClH:36].[S:1]([N:11]1[C:15]2[N:16]=[CH:17][C:18]3[N:19]([C:20]([C@@H:23]4[CH2:27][CH2:26][C@H:25]([NH2:28])[CH2:24]4)=[N:21][N:22]=3)[C:14]=2[CH:13]=[CH:12]1)([C:4]1[CH:10]=[CH:9][C:7]([CH3:8])=[CH:6][CH:5]=1)(=[O:3])=[O:2], predict the reactants needed to synthesize it. The reactants are: [S:1]([N:11]1[C:15]2[N:16]=[CH:17][C:18]3[N:19]([C:20]([C@@H:23]4[CH2:27][CH2:26][C@H:25]([NH:28]C(=O)OC(C)(C)C)[CH2:24]4)=[N:21][N:22]=3)[C:14]=2[CH:13]=[CH:12]1)([C:4]1[CH:10]=[CH:9][C:7]([CH3:8])=[CH:6][CH:5]=1)(=[O:3])=[O:2].[ClH:36]. (3) Given the product [NH2:25][N:18]1[C:19](=[O:22])[CH2:20][CH2:21][CH2:15][C:16]1=[O:17], predict the reactants needed to synthesize it. The reactants are: C12(C)C(C)(C)C(CC1)CC2C(Cl)=O.N[CH:15]1[CH2:21][CH2:20][C:19](=[O:22])[NH:18][C:16]1=[O:17].CC[N:25](CC)CC. (4) Given the product [N:9]1[CH:14]=[CH:13][CH:12]=[C:11]([C:2]2[N:7]=[CH:6][N:5]=[C:4]([NH2:8])[CH:3]=2)[CH:10]=1, predict the reactants needed to synthesize it. The reactants are: Cl[C:2]1[N:7]=[CH:6][N:5]=[C:4]([NH2:8])[CH:3]=1.[N:9]1[CH:14]=[CH:13][C:12](B(O)O)=[CH:11][CH:10]=1.C([O-])([O-])=O.[Na+].[Na+]. (5) Given the product [CH3:6][C:7]1[C:42]([OH:45])=[N:5][C:4]([N:25]2[CH2:30][CH2:29][O:28][CH2:27][CH2:26]2)=[N:3][C:2]=1[OH:40], predict the reactants needed to synthesize it. The reactants are: Cl[C:2]1[C:7](C)=[C:6](N2CCN(C3C(C(F)(F)F)=CC=CN=3)CC2)[N:5]=[C:4]([N:25]2[CH2:30][CH2:29][O:28][CH2:27][CH2:26]2)[N:3]=1.ClC1C=C(B(O)[OH:40])C=CC=1F.[C:42](=[O:45])([O-])[O-].[K+].[K+].